Dataset: Forward reaction prediction with 1.9M reactions from USPTO patents (1976-2016). Task: Predict the product of the given reaction. (1) Given the reactants [CH3:1][N:2]([CH2:4][C:5]1[CH:6]=[C:7]([C:11]2[N:19]3[C:14]([CH:15]=[CH:16][CH:17]=[CH:18]3)=[CH:13][C:12]=2[CH:20](O)[CH3:21])[CH:8]=[CH:9][CH:10]=1)[CH3:3].[I:23][C:24]1[C:32]2[C:27](=[N:28][CH:29]=[N:30][C:31]=2[NH2:33])[NH:26][N:25]=1.C1C=CC(P(C2C=CC=CC=2)C2C=CC=CC=2)=CC=1.CC(OC(/N=N/C(OC(C)C)=O)=O)C, predict the reaction product. The product is: [CH3:1][N:2]([CH2:4][C:5]1[CH:6]=[C:7]([C:11]2[N:19]3[C:14]([CH:15]=[CH:16][CH:17]=[CH:18]3)=[CH:13][C:12]=2[CH:20]([N:26]2[C:27]3=[N:28][CH:29]=[N:30][C:31]([NH2:33])=[C:32]3[C:24]([I:23])=[N:25]2)[CH3:21])[CH:8]=[CH:9][CH:10]=1)[CH3:3]. (2) Given the reactants Cl[C:2]1[N:3]=[C:4]([NH:13][C:14]2[CH:19]=[CH:18][C:17]([N:20]3[CH2:25][CH2:24][CH:23]([N:26]4[CH2:31][CH2:30][N:29]([CH3:32])[CH2:28][CH2:27]4)[CH2:22][CH2:21]3)=[C:16]([CH3:33])[CH:15]=2)[C:5]([C:10]([NH2:12])=[O:11])=[N:6][C:7]=1[CH2:8][CH3:9].[NH2:34][C@@H:35]1[CH2:39][CH2:38][N:37](C(OC(C)(C)C)=O)[CH2:36]1, predict the reaction product. The product is: [CH2:8]([C:7]1[N:6]=[C:5]([C:10]([NH2:12])=[O:11])[C:4]([NH:13][C:14]2[CH:19]=[CH:18][C:17]([N:20]3[CH2:21][CH2:22][CH:23]([N:26]4[CH2:31][CH2:30][N:29]([CH3:32])[CH2:28][CH2:27]4)[CH2:24][CH2:25]3)=[C:16]([CH3:33])[CH:15]=2)=[N:3][C:2]=1[NH:34][C@@H:35]1[CH2:39][CH2:38][NH:37][CH2:36]1)[CH3:9]. (3) Given the reactants C(O[C:4]([C:6]1([CH2:12][CH2:13]OC)[CH2:11][CH2:10][NH:9][CH2:8][CH2:7]1)=[O:5])C.[Cl:16][C:17]1[CH:22]=[CH:21][CH:20]=[CH:19][C:18]=1[S:23](Cl)(=[O:25])=[O:24].[CH3:27][S:28][C:29]1[CH:35]=[CH:34][C:32]([NH2:33])=[CH:31][CH:30]=1, predict the reaction product. The product is: [Cl:16][C:17]1[CH:22]=[CH:21][CH:20]=[CH:19][C:18]=1[S:23]([N:9]1[CH2:8][CH2:7][C:6]2([C:4](=[O:5])[N:33]([C:32]3[CH:34]=[CH:35][C:29]([S:28][CH3:27])=[CH:30][CH:31]=3)[CH2:13][CH2:12]2)[CH2:11][CH2:10]1)(=[O:25])=[O:24]. (4) Given the reactants [O-]S(C(F)(F)F)(=O)=O.[CH2:9]([O:16][C:17]1[CH:18]=[C:19]([C:27]2[N:32]=[C:31]([C:33]([O:35][CH3:36])=[O:34])[CH:30]=[CH:29][C:28]=2O)[CH:20]=[CH:21][C:22]=1[C:23]([F:26])([F:25])[F:24])[C:10]1[CH:15]=[CH:14][CH:13]=[CH:12][CH:11]=1.[CH3:38][C:39]1[CH:44]=[CH:43][CH:42]=[CH:41][C:40]=1B(O)O, predict the reaction product. The product is: [CH2:9]([O:16][C:17]1[CH:18]=[C:19]([C:27]2[N:32]=[C:31]([C:33]([O:35][CH3:36])=[O:34])[CH:30]=[CH:29][C:28]=2[C:40]2[CH:41]=[CH:42][CH:43]=[CH:44][C:39]=2[CH3:38])[CH:20]=[CH:21][C:22]=1[C:23]([F:24])([F:26])[F:25])[C:10]1[CH:11]=[CH:12][CH:13]=[CH:14][CH:15]=1. (5) Given the reactants [F:1][C:2]([O:10][C:11]([F:20])([F:19])[C:12]([F:18])([F:17])[C:13]([F:16])([F:15])[F:14])([C:6]([F:9])([F:8])[F:7])[C:3]([OH:5])=[O:4].[Br-].[C:22]([C:26]1[CH:31]=[CH:30][C:29]([S+:32]([C:39]2[CH:44]=[CH:43][CH:42]=[CH:41][CH:40]=2)[C:33]2[CH:38]=[CH:37][CH:36]=[CH:35][CH:34]=2)=[CH:28][CH:27]=1)([CH3:25])([CH3:24])[CH3:23], predict the reaction product. The product is: [F:1][C:2]([O:10][C:11]([F:19])([F:20])[C:12]([F:18])([F:17])[C:13]([F:14])([F:15])[F:16])([C:6]([F:9])([F:8])[F:7])[C:3]([O-:5])=[O:4].[C:22]([C:26]1[CH:31]=[CH:30][C:29]([S+:32]([C:39]2[CH:44]=[CH:43][CH:42]=[CH:41][CH:40]=2)[C:33]2[CH:34]=[CH:35][CH:36]=[CH:37][CH:38]=2)=[CH:28][CH:27]=1)([CH3:25])([CH3:23])[CH3:24]. (6) Given the reactants [O:1]1[C:6]2[CH:7]=[CH:8][C:9]([CH2:11][N:12]([CH:20]3[CH2:25][CH2:24][NH:23][CH2:22][CH2:21]3)[C:13](=[O:19])[O:14][C:15]([CH3:18])([CH3:17])[CH3:16])=[CH:10][C:5]=2[O:4][CH2:3][CH2:2]1.[CH3:26][N:27]([CH3:43])[C:28]1[CH:37]=[C:36]2[C:31]([C:32]([CH3:42])=[CH:33][C:34](=[O:41])[N:35]2[CH2:38][CH:39]=O)=[CH:30][CH:29]=1.C(O[BH-](OC(=O)C)OC(=O)C)(=O)C.[Na+].C(=O)([O-])O.[Na+], predict the reaction product. The product is: [O:1]1[C:6]2[CH:7]=[CH:8][C:9]([CH2:11][N:12]([CH:20]3[CH2:25][CH2:24][N:23]([CH2:39][CH2:38][N:35]4[C:36]5[C:31](=[CH:30][CH:29]=[C:28]([N:27]([CH3:43])[CH3:26])[CH:37]=5)[C:32]([CH3:42])=[CH:33][C:34]4=[O:41])[CH2:22][CH2:21]3)[C:13](=[O:19])[O:14][C:15]([CH3:18])([CH3:16])[CH3:17])=[CH:10][C:5]=2[O:4][CH2:3][CH2:2]1. (7) Given the reactants [N+:1]([C:4]1[CH:11]=[CH:10][C:7]([CH2:8]Br)=[CH:6][CH:5]=1)([O-:3])=[O:2].[CH3:12][S:13]([OH:15])=[O:14].[Na], predict the reaction product. The product is: [N+:1]([C:4]1[CH:11]=[CH:10][C:7]([CH2:8][S:13]([CH3:12])(=[O:15])=[O:14])=[CH:6][CH:5]=1)([O-:3])=[O:2]. (8) Given the reactants [Cl:1][C:2]1[CH:3]=[CH:4][C:5]([C:23]#[N:24])=[C:6]([C:8]2[C:9]3[C:21](=[O:22])[CH2:20][CH2:19][C:10]=3[N:11]([CH2:15][C:16]([OH:18])=O)[C:12](=[O:14])[CH:13]=2)[CH:7]=1.[NH2:25][C:26]1[CH:31]=[CH:30][C:29]([C:32]2[N:36]([C:37]([O:39][C:40]([CH3:43])([CH3:42])[CH3:41])=[O:38])[NH:35][C:34](=[O:44])[CH:33]=2)=[CH:28][CH:27]=1, predict the reaction product. The product is: [Cl:1][C:2]1[CH:3]=[CH:4][C:5]([C:23]#[N:24])=[C:6]([C:8]2[C:9]3[C:21](=[O:22])[CH2:20][CH2:19][C:10]=3[N:11]([CH2:15][C:16]([NH:25][C:26]3[CH:31]=[CH:30][C:29]([C:32]4[N:36]([C:37]([O:39][C:40]([CH3:42])([CH3:41])[CH3:43])=[O:38])[NH:35][C:34](=[O:44])[CH:33]=4)=[CH:28][CH:27]=3)=[O:18])[C:12](=[O:14])[CH:13]=2)[CH:7]=1. (9) Given the reactants [C:1]([C:3]1[N:7]2[N:8]=[C:9]([C:12]3[CH:17]=[CH:16][C:15]([C:18]([N:20]4[CH2:25][CH2:24][O:23][CH2:22][CH2:21]4)=[O:19])=[CH:14][CH:13]=3)[CH:10]=[CH:11][C:6]2=[N:5][CH:4]=1)#[CH:2].I[C:27]1[CH:28]=[C:29]([NH:33][S:34]([CH3:37])(=[O:36])=[O:35])[CH:30]=[CH:31][CH:32]=1, predict the reaction product. The product is: [N:20]1([C:18]([C:15]2[CH:14]=[CH:13][C:12]([C:9]3[CH:10]=[CH:11][C:6]4[N:7]([C:3]([C:1]#[C:2][C:27]5[CH:28]=[C:29]([NH:33][S:34]([CH3:37])(=[O:35])=[O:36])[CH:30]=[CH:31][CH:32]=5)=[CH:4][N:5]=4)[N:8]=3)=[CH:17][CH:16]=2)=[O:19])[CH2:21][CH2:22][O:23][CH2:24][CH2:25]1. (10) Given the reactants [Cl:1][C:2]1[CH:7]=[C:6](Cl)[N:5]=[C:4]([S:9][CH3:10])[N:3]=1.[CH3:11][Mg]Cl.[Cl-].[NH4+], predict the reaction product. The product is: [Cl:1][C:2]1[CH:7]=[C:6]([CH3:11])[N:5]=[C:4]([S:9][CH3:10])[N:3]=1.